Dataset: Full USPTO retrosynthesis dataset with 1.9M reactions from patents (1976-2016). Task: Predict the reactants needed to synthesize the given product. (1) Given the product [ClH:1].[NH2:24][C:21]1[CH:22]=[CH:23][C:18]([C:16]([C:10]2[C:9]([F:28])=[C:8]([C:4]3[CH:5]=[CH:6][CH:7]=[C:2]([Cl:1])[CH:3]=3)[C:13]([O:14][CH3:15])=[CH:12][CH:11]=2)=[O:17])=[CH:19][CH:20]=1, predict the reactants needed to synthesize it. The reactants are: [Cl:1][C:2]1[CH:3]=[C:4]([C:8]2[C:13]([O:14][CH3:15])=[CH:12][CH:11]=[C:10]([C:16]([C:18]3[CH:23]=[CH:22][C:21]([NH:24]C(=O)C)=[CH:20][CH:19]=3)=[O:17])[C:9]=2[F:28])[CH:5]=[CH:6][CH:7]=1.Cl. (2) Given the product [OH:32][C:5]1[C:6]2[C:11](=[CH:10][CH:9]=[C:8]([S:12]([NH:15][C:16]3[S:17][CH:18]=[CH:19][N:20]=3)(=[O:14])=[O:13])[CH:7]=2)[C:2]([C:36]2[CH:37]=[CH:38][C:39]([C:41]([F:44])([F:43])[F:42])=[CH:40][C:35]=2[O:34][CH3:33])=[N:3][CH:4]=1, predict the reactants needed to synthesize it. The reactants are: Cl[C:2]1[C:11]2[C:6](=[CH:7][C:8]([S:12]([N:15](CC3C=CC(OC)=CC=3OC)[C:16]3[S:17][CH:18]=[CH:19][N:20]=3)(=[O:14])=[O:13])=[CH:9][CH:10]=2)[C:5]([OH:32])=[CH:4][N:3]=1.[CH3:33][O:34][C:35]1[CH:40]=[C:39]([C:41]([F:44])([F:43])[F:42])[CH:38]=[CH:37][C:36]=1B(O)O. (3) Given the product [F:34][C:2]([F:1])([F:35])[CH2:3][CH2:4][CH:5]([NH:24][C:23]1[CH:20]=[CH:19][C:39]([C:40]([OH:36])=[O:41])=[CH:38][CH:42]=1)[C:17]1[CH:22]=[CH:21][C:20]([C:23]2[CH:28]=[CH:27][C:26]([C:29]([F:30])([F:31])[F:32])=[CH:25][N:24]=2)=[CH:19][C:18]=1[CH3:33], predict the reactants needed to synthesize it. The reactants are: [F:1][C:2]([F:35])([F:34])[CH2:3][CH2:4][CH:5]([C:17]1[CH:22]=[CH:21][C:20]([C:23]2[CH:28]=[CH:27][C:26]([C:29]([F:32])([F:31])[F:30])=[CH:25][N:24]=2)=[CH:19][C:18]=1[CH3:33])CC1C=CC(C(OC)=O)=CC=1.[OH-:36].[Na+].[CH2:38]1[CH2:42][O:41][CH2:40][CH2:39]1.Cl. (4) Given the product [CH:21]1([N:14]2[C:15]3[CH:20]=[CH:19][N:18]=[CH:17][C:16]=3[N:12]([CH2:11][C:9]3[N:8]([CH2:25][CH2:26][CH:27]([CH3:29])[CH3:28])[C:5]4=[N:6][CH:7]=[C:2]([C:30]#[N:31])[CH:3]=[C:4]4[N:10]=3)[C:13]2=[O:24])[CH2:23][CH2:22]1, predict the reactants needed to synthesize it. The reactants are: Br[C:2]1[CH:3]=[C:4]2[N:10]=[C:9]([CH2:11][N:12]3[C:16]4[CH:17]=[N:18][CH:19]=[CH:20][C:15]=4[N:14]([CH:21]4[CH2:23][CH2:22]4)[C:13]3=[O:24])[N:8]([CH2:25][CH2:26][CH:27]([CH3:29])[CH3:28])[C:5]2=[N:6][CH:7]=1.[C:30]([Zn]C#N)#[N:31].C(N(CC)CC)C. (5) Given the product [C:1]([O:5][C:6]([N:8]1[CH2:9][CH2:10][CH2:11][CH:12]([C:14]2[CH:15]=[C:16]([O:22][CH3:23])[CH:17]=[C:18]([O:20][CH3:21])[CH:19]=2)[CH2:13]1)=[O:7])([CH3:4])([CH3:3])[CH3:2], predict the reactants needed to synthesize it. The reactants are: [C:1]([O:5][C:6]([N:8]1[CH2:13][C:12]([C:14]2[CH:19]=[C:18]([O:20][CH3:21])[CH:17]=[C:16]([O:22][CH3:23])[CH:15]=2)=[CH:11][CH2:10][CH2:9]1)=[O:7])([CH3:4])([CH3:3])[CH3:2].C(OC(N1C=C(C2C=C(OC)C=C(OC)C=2)CCC1)=O)(C)(C)C. (6) Given the product [F:33][C:16]([F:15])([F:34])[C:17]1[CH:18]=[C:19]([CH:30]=[CH:31][CH:32]=1)[CH2:20][N:21]1[CH2:25][C@H:24]2[C@@H:26]([NH:29][C:12]([CH:7]3[CH2:8][CH2:9][CH2:10][CH2:11]3)=[O:14])[CH2:27][CH2:28][C@H:23]2[CH2:22]1, predict the reactants needed to synthesize it. The reactants are: C1([C:7]2([C:12]([OH:14])=O)[CH2:11][CH2:10][CH2:9][CH2:8]2)C=CC=CC=1.[F:15][C:16]([F:34])([F:33])[C:17]1[CH:18]=[C:19]([CH:30]=[CH:31][CH:32]=1)[CH2:20][N:21]1[CH2:25][C@H:24]2[C@@H:26]([NH2:29])[CH2:27][CH2:28][C@H:23]2[CH2:22]1.C(N1C[C@H]2C(N)CC[C@H]2C1)C1C=CC=CC=1. (7) Given the product [NH2:7][C:8]1[CH:13]=[CH:12][C:11]([C:14]2[N:15]=[CH:16][C:17]3[N:18]([N:20]=[C:21]([NH:23][C:24]4[CH:29]=[CH:28][CH:27]=[CH:26][C:25]=4[C:30]#[N:31])[N:22]=3)[CH:19]=2)=[CH:10][CH:9]=1, predict the reactants needed to synthesize it. The reactants are: C(OC(=O)[NH:7][C:8]1[CH:13]=[CH:12][C:11]([C:14]2[N:15]=[CH:16][C:17]3[N:18]([N:20]=[C:21]([NH:23][C:24]4[CH:29]=[CH:28][CH:27]=[CH:26][C:25]=4[C:30]#[N:31])[N:22]=3)[CH:19]=2)=[CH:10][CH:9]=1)(C)(C)C.COC1C=CC=C(OC)C=1.B(F)(F)F.C(=O)([O-])[O-].[K+].[K+]. (8) Given the product [C:34]([O:33][C:31](=[O:32])[CH2:30][N:14]1[CH2:15][CH2:16][CH2:17][C@@H:13]1[CH2:12][O:11][C:10]1[CH:18]=[CH:19][C:7]([O:6][C:5]2[CH:20]=[CH:21][C:2]([Cl:1])=[CH:3][CH:4]=2)=[CH:8][CH:9]=1)([CH3:37])([CH3:36])[CH3:35], predict the reactants needed to synthesize it. The reactants are: [Cl:1][C:2]1[CH:21]=[CH:20][C:5]([O:6][C:7]2[CH:19]=[CH:18][C:10]([O:11][CH2:12][C@H:13]3[CH2:17][CH2:16][CH2:15][NH:14]3)=[CH:9][CH:8]=2)=[CH:4][CH:3]=1.C(N(CC)CC)C.Br[CH2:30][C:31]([O:33][C:34]([CH3:37])([CH3:36])[CH3:35])=[O:32].O.ClCCl. (9) Given the product [NH2:1][C:2]1[C:7]([F:8])=[C:6]([C:9]2[CH:14]=[CH:13][C:12]([Cl:15])=[C:11]([O:16][CH3:17])[C:10]=2[F:18])[N:5]=[C:4]([C:19]([OH:22])=[O:20])[CH:3]=1, predict the reactants needed to synthesize it. The reactants are: [NH2:1][C:2]1[C:7]([F:8])=[C:6]([C:9]2[CH:14]=[CH:13][C:12]([Cl:15])=[C:11]([O:16][CH3:17])[C:10]=2[F:18])[N:5]=[C:4]([CH:19]=[O:20])[CH:3]=1.Cl([O-])=[O:22].[Na+].CC(=CC)C.P([O-])([O-])(O)=O.[Na+].[Na+].Cl.